From a dataset of Forward reaction prediction with 1.9M reactions from USPTO patents (1976-2016). Predict the product of the given reaction. (1) Given the reactants [CH3:1][O:2][C:3]1[C:12]2[C:11](=[O:13])[N:10]([CH2:14][C:15]3[CH:20]=[CH:19][C:18]([O:21][CH3:22])=[CH:17][CH:16]=3)[CH2:9][CH2:8][C:7]=2[C:6]([C:23]([N:25]([CH3:27])[CH3:26])=[O:24])=[N:5][CH:4]=1.C1C=C(Cl)C=C(C(OO)=[O:36])C=1, predict the reaction product. The product is: [CH3:1][O:2][C:3]1[CH:4]=[N+:5]([O-:36])[C:6]([C:23]([N:25]([CH3:27])[CH3:26])=[O:24])=[C:7]2[C:12]=1[C:11](=[O:13])[N:10]([CH2:14][C:15]1[CH:20]=[CH:19][C:18]([O:21][CH3:22])=[CH:17][CH:16]=1)[CH2:9][CH2:8]2. (2) Given the reactants [CH3:1][S:2][C:3]1[N:4]=[C:5]([N:8]2[C:12]3[CH:13]=[CH:14][CH:15]=[CH:16][C:11]=3[NH:10][C:9]2=[O:17])[S:6][CH:7]=1.Br[CH2:19][C:20]([O:22][C:23]([CH3:26])([CH3:25])[CH3:24])=[O:21].[H-].[Na+], predict the reaction product. The product is: [CH3:1][S:2][C:3]1[N:4]=[C:5]([N:8]2[C:12]3[CH:13]=[CH:14][CH:15]=[CH:16][C:11]=3[N:10]([CH2:19][C:20]([O:22][C:23]([CH3:26])([CH3:25])[CH3:24])=[O:21])[C:9]2=[O:17])[S:6][CH:7]=1. (3) Given the reactants [C:1]1([CH:7]([C:21]2[CH:26]=[CH:25][CH:24]=[CH:23][CH:22]=2)[N:8]2[CH2:11][CH:10]([N:12]3[CH2:17][CH2:16][NH:15][CH2:14][CH:13]3[CH2:18][CH2:19][OH:20])[CH2:9]2)[CH:6]=[CH:5][CH:4]=[CH:3][CH:2]=1.[C:27]([O:31][C:32](O[C:32]([O:31][C:27]([CH3:30])([CH3:29])[CH3:28])=[O:33])=[O:33])([CH3:30])([CH3:29])[CH3:28].C(N(CC)CC)C, predict the reaction product. The product is: [C:21]1([CH:7]([C:1]2[CH:2]=[CH:3][CH:4]=[CH:5][CH:6]=2)[N:8]2[CH2:9][CH:10]([N:12]3[CH2:17][CH2:16][N:15]([C:32]([O:31][C:27]([CH3:30])([CH3:29])[CH3:28])=[O:33])[CH2:14][CH:13]3[CH2:18][CH2:19][OH:20])[CH2:11]2)[CH:26]=[CH:25][CH:24]=[CH:23][CH:22]=1. (4) Given the reactants [CH3:1][S:2](Cl)(=[O:4])=[O:3].[NH2:6][C:7]([CH3:28])([CH3:27])[CH2:8][C:9]1[N:10]([CH2:23][CH2:24][O:25][CH3:26])[N:11]=[C:12]2[C:21]=1[C:20]1[CH:19]=[CH:18][CH:17]=[CH:16][C:15]=1[N:14]=[C:13]2[NH2:22], predict the reaction product. The product is: [NH2:22][C:13]1[C:12]2=[N:11][N:10]([CH2:23][CH2:24][O:25][CH3:26])[C:9]([CH2:8][C:7]([NH:6][S:2]([CH3:1])(=[O:4])=[O:3])([CH3:28])[CH3:27])=[C:21]2[C:20]2[CH:19]=[CH:18][CH:17]=[CH:16][C:15]=2[N:14]=1. (5) Given the reactants C([N:8]1[CH2:13][CH:12]=[C:11]([C:14]2[C:22]3[C:17](=[CH:18][C:19]([F:23])=[CH:20][CH:21]=3)[NH:16][C:15]=2[CH2:24][CH3:25])[CH2:10][CH2:9]1)C1C=CC=CC=1, predict the reaction product. The product is: [CH2:24]([C:15]1[NH:16][C:17]2[C:22]([C:14]=1[CH:11]1[CH2:12][CH2:13][NH:8][CH2:9][CH2:10]1)=[CH:21][CH:20]=[C:19]([F:23])[CH:18]=2)[CH3:25]. (6) The product is: [F:17][C:18]1[CH:26]=[CH:25][CH:24]=[C:23]2[C:19]=1[C:20](=[CH:28][NH:16][C:13]1[CH:12]=[CH:11][C:10]([O:9][CH2:8][CH:4]3[CH2:5][CH2:6][CH2:7][N:2]([CH3:1])[CH2:3]3)=[CH:15][CH:14]=1)[C:21](=[O:27])[NH:22]2. Given the reactants [CH3:1][N:2]1[CH2:7][CH2:6][CH2:5][CH:4]([CH2:8][O:9][C:10]2[CH:15]=[CH:14][C:13]([NH2:16])=[CH:12][CH:11]=2)[CH2:3]1.[F:17][C:18]1[CH:26]=[CH:25][CH:24]=[C:23]2[C:19]=1[C:20](=[CH:28]O)[C:21](=[O:27])[NH:22]2, predict the reaction product. (7) Given the reactants [Cl:1][C:2]1[CH:7]=[CH:6][C:5]([C:8]2[CH:12]=[C:11]([C:13]([F:16])([F:15])[F:14])[NH:10][C:9]=2[C:17]([N:19]([CH3:25])[CH2:20][C:21]([CH3:24])([CH3:23])[CH3:22])=[O:18])=[CH:4][CH:3]=1.Br[CH2:27][C:28]1[CH:33]=[CH:32][C:31]([F:34])=[CH:30][CH:29]=1.C([O-])([O-])=O.[Cs+].[Cs+], predict the reaction product. The product is: [Cl:1][C:2]1[CH:3]=[CH:4][C:5]([C:8]2[CH:12]=[C:11]([C:13]([F:15])([F:16])[F:14])[N:10]([CH2:27][C:28]3[CH:33]=[CH:32][C:31]([F:34])=[CH:30][CH:29]=3)[C:9]=2[C:17]([N:19]([CH2:20][C:21]([CH3:22])([CH3:24])[CH3:23])[CH3:25])=[O:18])=[CH:6][CH:7]=1. (8) Given the reactants [Na].[F:2][C:3]([F:21])([S:17]([OH:20])(=[O:19])=[O:18])[C:4]([O:6][CH:7]1[CH:14]2[CH2:15][CH:10]3[CH2:11][CH:12]([CH2:16][CH:8]1[CH2:9]3)[CH2:13]2)=[O:5].[Br-].[SH+:23]1[CH2:27][CH2:26][CH2:25][CH2:24]1.O, predict the reaction product. The product is: [CH:8]12[CH2:9][CH:10]3[CH2:11][CH:12]([CH2:13][CH:14]([CH2:15]3)[CH:7]1[O:6][C:4]([C:3]([F:21])([F:2])[S:17]([O-:20])(=[O:18])=[O:19])=[O:5])[CH2:16]2.[SH+:23]1[CH2:27][CH2:26][CH2:25][CH2:24]1. (9) Given the reactants [Cl:1][C:2]1[CH:8]=[CH:7][C:5]([NH2:6])=[C:4]([I:9])[CH:3]=1.[C:10](O[C:10]([O:12][C:13]([CH3:16])([CH3:15])[CH3:14])=[O:11])([O:12][C:13]([CH3:16])([CH3:15])[CH3:14])=[O:11], predict the reaction product. The product is: [Cl:1][C:2]1[CH:8]=[CH:7][C:5]([NH:6][C:10](=[O:11])[O:12][C:13]([CH3:16])([CH3:15])[CH3:14])=[C:4]([I:9])[CH:3]=1.